This data is from Catalyst prediction with 721,799 reactions and 888 catalyst types from USPTO. The task is: Predict which catalyst facilitates the given reaction. (1) Reactant: F[C:2]1[CH:7]=[CH:6][CH:5]=[C:4]([C:8]([F:11])([F:10])[F:9])[C:3]=1[C:12]#[N:13].[NH3:14]. Product: [NH2:14][C:2]1[CH:7]=[CH:6][CH:5]=[C:4]([C:8]([F:11])([F:10])[F:9])[C:3]=1[C:12]#[N:13]. The catalyst class is: 14. (2) Reactant: [NH2:1][C:2]1[C:3]([O:17]C)=[C:4]([C:9]2[O:13][C:12]([C:14]([OH:16])=[O:15])=[CH:11][CH:10]=2)[CH:5]=[C:6]([CH3:8])[CH:7]=1.B(Br)(Br)[Br:20]. Product: [BrH:20].[NH2:1][C:2]1[C:3]([OH:17])=[C:4]([C:9]2[O:13][C:12]([C:14]([OH:16])=[O:15])=[CH:11][CH:10]=2)[CH:5]=[C:6]([CH3:8])[CH:7]=1. The catalyst class is: 4. (3) Reactant: [Cl:1][C:2]1[S:3][C:4]([C:10]([O:12][CH2:13][CH3:14])=[O:11])=[C:5]([C:7]([OH:9])=O)[N:6]=1.C(Cl)(=O)C(Cl)=O.[N:21]1C(C)=CC=[CH:23][C:22]=1[CH3:28].C(N)(C)C. Product: [Cl:1][C:2]1[S:3][C:4]([C:10]([O:12][CH2:13][CH3:14])=[O:11])=[C:5]([C:7](=[O:9])[NH:21][CH:22]([CH3:28])[CH3:23])[N:6]=1. The catalyst class is: 120. (4) Reactant: [Br:1][C:2]1[CH:9]=[C:8]([OH:10])[CH:7]=[C:6]([OH:11])[C:3]=1[CH:4]=[O:5].[O:12]1[CH:17]=[CH:16][CH2:15][CH2:14][CH2:13]1. Product: [Br:1][C:2]1[CH:9]=[C:8]([O:10][CH:13]2[CH2:14][CH2:15][CH2:16][CH2:17][O:12]2)[CH:7]=[C:6]([OH:11])[C:3]=1[CH:4]=[O:5]. The catalyst class is: 4. (5) Reactant: C([N:8]([CH2:25][CH:26]1[CH2:31][CH2:30][N:29]([CH2:32][C:33]([F:36])([CH3:35])[CH3:34])[CH2:28][CH2:27]1)[C:9]1[CH:14]=[CH:13][C:12]([C:15]2[CH:20]=[CH:19][C:18]([C:21]([O:23][CH3:24])=[O:22])=[CH:17][CH:16]=2)=[CH:11][CH:10]=1)C1C=CC=CC=1. Product: [F:36][C:33]([CH3:35])([CH3:34])[CH2:32][N:29]1[CH2:30][CH2:31][CH:26]([CH2:25][NH:8][C:9]2[CH:14]=[CH:13][C:12]([C:15]3[CH:16]=[CH:17][C:18]([C:21]([O:23][CH3:24])=[O:22])=[CH:19][CH:20]=3)=[CH:11][CH:10]=2)[CH2:27][CH2:28]1. The catalyst class is: 5. (6) Reactant: [NH:1]1[CH2:6][CH2:5][O:4][CH2:3][CH2:2]1.C(N(C(C)C)CC)(C)C.[S:16]1[CH:20]=[CH:19][CH:18]=[C:17]1[C:21](Cl)=[O:22]. Product: [S:16]1[CH:20]=[CH:19][CH:18]=[C:17]1[C:21]([N:1]1[CH2:6][CH2:5][O:4][CH2:3][CH2:2]1)=[O:22]. The catalyst class is: 4. (7) Reactant: C(OC([NH:8][C@H:9]([C:11]1[N:12]([C:24]2[CH:29]=[CH:28][CH:27]=[CH:26][CH:25]=2)[C:13]2[C:19]([C:20]([OH:22])=O)=[C:18]([F:23])[CH:17]=[CH:16][C:14]=2[N:15]=1)[CH3:10])=O)(C)(C)C.[NH:30]1[CH2:35][CH2:34][O:33][CH2:32][CH2:31]1.CN(C(ON1N=NC2C=CC=NC1=2)=[N+](C)C)C.F[P-](F)(F)(F)(F)F.C(Cl)[Cl:61]. Product: [ClH:61].[ClH:61].[NH2:8][C@H:9]([C:11]1[N:12]([C:24]2[CH:29]=[CH:28][CH:27]=[CH:26][CH:25]=2)[C:13]2[C:19]([C:20]([N:30]3[CH2:35][CH2:34][O:33][CH2:32][CH2:31]3)=[O:22])=[C:18]([F:23])[CH:17]=[CH:16][C:14]=2[N:15]=1)[CH3:10]. The catalyst class is: 250.